Dataset: Forward reaction prediction with 1.9M reactions from USPTO patents (1976-2016). Task: Predict the product of the given reaction. (1) Given the reactants [OH-].[Na+].[F:3][C:4]([F:23])([F:22])[C:5]1[CH:6]=[C:7]([CH:19]=[CH:20][CH:21]=1)[CH2:8][C:9]1[CH:18]=[CH:17][C:12]([C:13]([O:15]C)=[O:14])=[CH:11][CH:10]=1, predict the reaction product. The product is: [F:3][C:4]([F:22])([F:23])[C:5]1[CH:6]=[C:7]([CH:19]=[CH:20][CH:21]=1)[CH2:8][C:9]1[CH:18]=[CH:17][C:12]([C:13]([OH:15])=[O:14])=[CH:11][CH:10]=1. (2) Given the reactants [C:1]([C@H:5]1[CH2:9][O:8][S:7](=[O:10])[N:6]1[CH2:11][C:12]1[CH:17]=[CH:16][CH:15]=[CH:14][CH:13]=1)([CH3:4])([CH3:3])[CH3:2].I([O-])(=O)(=O)=[O:19].[Na+], predict the reaction product. The product is: [C:1]([C@H:5]1[CH2:9][O:8][S:7](=[O:19])(=[O:10])[N:6]1[CH2:11][C:12]1[CH:17]=[CH:16][CH:15]=[CH:14][CH:13]=1)([CH3:4])([CH3:2])[CH3:3].